Dataset: Experimentally validated miRNA-target interactions with 360,000+ pairs, plus equal number of negative samples. Task: Binary Classification. Given a miRNA mature sequence and a target amino acid sequence, predict their likelihood of interaction. (1) The miRNA is hsa-miR-8067 with sequence CCUAGAAACUGUAAACUUAGUC. The protein sequence of the target gene is MGPRNPSPDHLSESESEEEENISYLNESSGEEWDSSEEEDSMVPNLSPLESLAWQVKCLLKYSTTWKPLNPNSWLYHAKLLDPSTPVHILREIGLRLSHCSHCVPKLEPIPEWPPLASCGVPPFQKPLTSPSRLSRDHATLNGALQFATKQLSRTLSRATPIPEYLKQIPNSCVSGCCCGWLTKTVKETTRTEPINTTYSYTDFQKAVNKLLTASL. Result: 0 (no interaction). (2) The miRNA is hsa-miR-6716-5p with sequence UGGGAAUGGGGGUAAGGGCC. The protein sequence of the target gene is MAHSCRWRFPARPGTTGGGGGGGRRGLGGAPRQRVPALLLPPGPPVGGGGPGAPPSPPAVAAAAAAAGSSGAGVPGGAAAASAASSSSASSSSSSSSSASSGPALLRVGPGFDAALQVSAAIGTNLRRFRAVFGESGGGGGSGEDEQFLGFGSDEEVRVRSPTRSPSVKTSPRKPRGRPRSGSDRNSAILSDPSVFSPLNKSETKSGDKIKKKDSKSIEKKRGRPPTFPGVKIKITHGKDISELPKGNKEDSLKKIKRTPSATFQQATKIKKLRAGKLSPLKSKFKTGKLQIGRKGVQIV.... Result: 1 (interaction). (3) The miRNA is mmu-miR-541-5p with sequence AAGGGAUUCUGAUGUUGGUCACACU. The protein sequence of the target gene is MAELNPLAEELSCSVCLELFKEPVTTPCGHNFCMSCLDETWVVQGPPYRCPQCRKVYQVRPQLQKNTVMCAVVEQFLQAEQARTPVDDWTPPARFSASSAATQVACDHCLTEIAVKTCLVCMASFCQEHLRPHFDSPAFQDHPLQSPIRDLLRRKCTQHNRLRELFCPEHGECICHICLVEHKTCSPTTLSQASADLEYKLRNKLTIMHSHINGATKALEDVRSKQQCVQDSMKRKMEQLRQEYMEMKAVIDAAETSSLRKLKEEEKRVYGKFDTIYQVLVKKKSEMQKLKAEVELIMDK.... Result: 1 (interaction).